The task is: Predict the reaction yield, written as a fraction of the theoretical maximum amount of product (1.0 means a 100% yield; for example, 0.34 means a 34% yield).. This data is from Reaction yield outcomes from USPTO patents with 853,638 reactions. The reactants are Cl[CH2:2][CH2:3][CH2:4][CH:5]([C:14]1O[C:16]([C:19]2[CH:24]=[CH:23][C:22]([C:25]3[O:29][C:28]([CH3:30])=[N:27][CH:26]=3)=[C:21]([O:31][CH3:32])[CH:20]=2)=[N:17][N:18]=1)[C:6]1[CH:11]=[CH:10][C:9]([F:12])=[C:8]([F:13])[CH:7]=1.[N-:33]=[N+]=[N-].[Na+].C1(P(C2C=CC=CC=2)C2C=CC=CC=2)C=CC=CC=1. The catalyst is CS(C)=O.O.C1COCC1. The product is [F:13][C:8]1[CH:7]=[C:6]([CH:5]2[CH2:4][CH2:3][CH2:2][N:33]3[C:16]([C:19]4[CH:24]=[CH:23][C:22]([C:25]5[O:29][C:28]([CH3:30])=[N:27][CH:26]=5)=[C:21]([O:31][CH3:32])[CH:20]=4)=[N:17][N:18]=[C:14]23)[CH:11]=[CH:10][C:9]=1[F:12]. The yield is 0.110.